From a dataset of Catalyst prediction with 721,799 reactions and 888 catalyst types from USPTO. Predict which catalyst facilitates the given reaction. Reactant: [N+:1]([C:4]1[CH:9]=[CH:8][C:7]([CH2:10][C:11]#[N:12])=[CH:6][CH:5]=1)([O-:3])=[O:2].OS(C(F)(F)F)(=O)=O.[Br:21]N1C(C)(C)C(=O)N(Br)C1=O.[Al]. Product: [Br:21][C:6]1[CH:5]=[C:4]([N+:1]([O-:3])=[O:2])[CH:9]=[CH:8][C:7]=1[CH2:10][C:11]#[N:12]. The catalyst class is: 4.